This data is from Catalyst prediction with 721,799 reactions and 888 catalyst types from USPTO. The task is: Predict which catalyst facilitates the given reaction. (1) Reactant: [OH:1][CH:2]1[CH2:6][CH2:5][CH:4]([NH:7][C:8](=[O:14])[O:9][C:10]([CH3:13])([CH3:12])[CH3:11])[CH2:3]1.CC(OI1(OC(C)=O)(OC(C)=O)OC(=O)C2C=CC=CC1=2)=O. Product: [O:1]=[C:2]1[CH2:6][CH2:5][CH:4]([NH:7][C:8](=[O:14])[O:9][C:10]([CH3:12])([CH3:11])[CH3:13])[CH2:3]1. The catalyst class is: 2. (2) Reactant: C[Sn](C)(C)C.[Cl-].[Li+].[C:8]1(P(C2C=CC=CC=2)C2C=CC=CC=2)C=CC=CC=1.Br[C:28]1[CH:29]=[CH:30][C:31]2[C:32](=[O:70])[N:33]3[CH2:54][CH:53]=[CH:52][CH2:51][CH2:50][C@@H:49]4[CH2:55][CH2:56][CH2:57][C@H:48]4[O:47][C:46](=[O:58])[NH:45][C@@H:44]([CH:59]4[CH2:63][CH2:62][CH2:61][CH2:60]4)[C:43](=[O:64])[N:42]4[CH2:65][C@@H:39]([CH2:40][C@H:41]4[C:66]([O:68][CH3:69])=[O:67])[O:38][C:34]3=[N:35][C:36]=2[CH:37]=1. Product: [CH3:69][O:68][C:66]([C@@H:41]1[CH2:40][C@@H:39]2[CH2:65][N:42]1[C:43](=[O:64])[C@H:44]([CH:59]1[CH2:60][CH2:61][CH2:62][CH2:63]1)[NH:45][C:46](=[O:58])[O:47][C@@H:48]1[CH2:57][CH2:56][CH2:55][C@H:49]1[CH2:50][CH2:51][CH:52]=[CH:53][CH2:54][N:33]1[C:32](=[O:70])[C:31]3[CH:30]=[CH:29][C:28]([CH3:8])=[CH:37][C:36]=3[N:35]=[C:34]1[O:38]2)=[O:67]. The catalyst class is: 233. (3) Product: [C:19]([O:18][C:16]([NH:15][C:13]1[CH:14]=[CH:1][CH:2]=[C:3]2[C:4]=1[CH:5]=[CH:6][C:7]([S:9]([OH:12])(=[O:10])=[O:11])=[CH:8]2)=[O:17])([CH3:22])([CH3:21])[CH3:20]. The catalyst class is: 5. Reactant: [CH:1]1[CH:14]=[C:13]([NH2:15])[C:4]2[CH:5]=[CH:6][C:7]([S:9]([OH:12])(=[O:11])=[O:10])=[CH:8][C:3]=2[CH:2]=1.[C:16](O[C:16]([O:18][C:19]([CH3:22])([CH3:21])[CH3:20])=[O:17])([O:18][C:19]([CH3:22])([CH3:21])[CH3:20])=[O:17].CCN(CC)CC. (4) Reactant: [F:1][C:2]1[CH:7]=[CH:6][C:5]([N:8]=[C:9]=[O:10])=[CH:4][CH:3]=1.[O:11]1[CH2:16][CH2:15][N:14]([CH2:17][CH2:18][CH2:19][O:20][C:21]2[CH:22]=[C:23]([CH:25]=[CH:26][CH:27]=2)[NH2:24])[CH2:13][CH2:12]1. Product: [F:1][C:2]1[CH:7]=[CH:6][C:5]([NH:8][C:9]([NH:24][C:23]2[CH:25]=[CH:26][CH:27]=[C:21]([O:20][CH2:19][CH2:18][CH2:17][N:14]3[CH2:13][CH2:12][O:11][CH2:16][CH2:15]3)[CH:22]=2)=[O:10])=[CH:4][CH:3]=1. The catalyst class is: 22. (5) Reactant: N(C(OC(C)(C)C)=O)=NC(OC(C)(C)C)=O.[OH:17][C:18]1[CH:23]=[CH:22][C:21]([N:24]2[CH2:29][CH2:28][N:27]([C:30]([O:32][C:33]([CH3:36])([CH3:35])[CH3:34])=[O:31])[CH2:26][CH2:25]2)=[CH:20][CH:19]=1.O[CH:38]1[CH2:43][CH2:42][N:41]([C:44]([O:46][CH2:47][C:48]2[CH:53]=[CH:52][CH:51]=[CH:50][CH:49]=2)=[O:45])[CH2:40][CH2:39]1.C1(P(C2C=CC=CC=2)C2C=CC=CC=2)C=CC=CC=1. Product: [C:48]1([CH2:47][O:46][C:44]([N:41]2[CH2:42][CH2:43][CH:38]([O:17][C:18]3[CH:23]=[CH:22][C:21]([N:24]4[CH2:29][CH2:28][N:27]([C:30]([O:32][C:33]([CH3:36])([CH3:35])[CH3:34])=[O:31])[CH2:26][CH2:25]4)=[CH:20][CH:19]=3)[CH2:39][CH2:40]2)=[O:45])[CH:49]=[CH:50][CH:51]=[CH:52][CH:53]=1. The catalyst class is: 4. (6) Reactant: [Cl:1][C:2]1[N:3]=[CH:4][C:5]2[NH:11][C:10](=[O:12])[C:9]([F:14])([F:13])[CH2:8][N:7]([CH2:15][CH2:16][CH2:17][C:18]3[CH:23]=[CH:22][CH:21]=[CH:20][CH:19]=3)[C:6]=2[N:24]=1.[C:25](=O)([O-])[O-].[Cs+].[Cs+].IC. Product: [Cl:1][C:2]1[N:3]=[CH:4][C:5]2[N:11]([CH3:25])[C:10](=[O:12])[C:9]([F:14])([F:13])[CH2:8][N:7]([CH2:15][CH2:16][CH2:17][C:18]3[CH:23]=[CH:22][CH:21]=[CH:20][CH:19]=3)[C:6]=2[N:24]=1. The catalyst class is: 9. (7) Reactant: [C:1]([C:5]1[CH:6]=[C:7]([NH2:17])[N:8]([C:10]2[CH:15]=[CH:14][C:13]([CH3:16])=[CH:12][CH:11]=2)[N:9]=1)([CH3:4])([CH3:3])[CH3:2].[OH-].[Na+].[Cl:20][C:21]([Cl:28])([Cl:27])[CH2:22][O:23][C:24](Cl)=[O:25]. Product: [Cl:20][C:21]([Cl:28])([Cl:27])[CH2:22][O:23][C:24](=[O:25])[NH:17][C:7]1[N:8]([C:10]2[CH:11]=[CH:12][C:13]([CH3:16])=[CH:14][CH:15]=2)[N:9]=[C:5]([C:1]([CH3:4])([CH3:3])[CH3:2])[CH:6]=1. The catalyst class is: 69. (8) Reactant: [O:1]=[C:2]1[C:7]([C:8]([NH:10][CH2:11][CH2:12][C:13](OCC)=O)=[O:9])=[CH:6][C:5]([C:18]2[CH:23]=[CH:22][N:21]=[CH:20][CH:19]=2)=[N:4][NH:3]1.O=[C:25]1[C:30](C(O)=O)=[CH:29]C(C2C=CN=CC=2)=N[NH:26]1.ON1C2C=CC=CC=2N=N1.NCC1C=CC=CN=1.C(N(CC)C(C)C)(C)C.F[P-](F)(F)(F)(F)F.N1(OC(N(C)C)=[N+](C)C)C2N=CC=CC=2N=N1. Product: [O:1]=[C:2]1[C:7]([C:8]([NH:10][CH2:11][C:12]2[CH:13]=[CH:29][CH:30]=[CH:25][N:26]=2)=[O:9])=[CH:6][C:5]([C:18]2[CH:19]=[CH:20][N:21]=[CH:22][CH:23]=2)=[N:4][NH:3]1. The catalyst class is: 9.